From a dataset of Experimentally validated miRNA-target interactions with 360,000+ pairs, plus equal number of negative samples. Binary Classification. Given a miRNA mature sequence and a target amino acid sequence, predict their likelihood of interaction. (1) The miRNA is mmu-miR-329-3p with sequence AACACACCCAGCUAACCUUUUU. The protein sequence of the target gene is MFGADGRPAIGTAAGKSWHFSRTMEELVHDLVSALEESSEQARGGFAETGEHSRNLSCPLKRQARKRRGRKRRSYNVHHPWETGHCLSEGSDSSLEEPSKDYREKHSNNKKDRSDSDDQMLVAKRRPSSNLSSSVRGKRLLWHESDFAVDSLGNRTLRRRRKVKRMAVDLPQDVSSKRTMTQLPEGCRDQDMDNDRASQYPEFTRKKVKKRKLKGIRPGPKTQEEGGVLESEERSQPNKDRMEYEEQKASDELRSESDTSSLSSTDAGLFTNDEGRQGDDEQSDWFYEKESGGACGIAGV.... Result: 0 (no interaction). (2) The miRNA is hsa-miR-34a-5p with sequence UGGCAGUGUCUUAGCUGGUUGU. The protein sequence of the target gene is MKVDRTKLKKTPTEAPADCRALIDKLKVCNDEQLLLELQQIKTWNIGKCELYHWVDLLDRFDGILADAGQTVENMSWMLVCDRPEREQLKMLLLAVLNFTALLIEYSFSRHLYSSIEHLTTLLASSDMQVVLAVLNLLYVFSKRSNYITRLGSDKRTPLLTRLQHLAESWGGKENGFGLAECCRDLHMMKYPPSATTLHFEFYADPGAEVKIEKRTTSNTLHYIHIEQLDKISESPSEIMESLTKMYSIPKDKQMLLFTHIRLAHGFSNHRKRLQAVQARLHAISILVYSNALQESANSI.... Result: 1 (interaction). (3) The miRNA is mmu-miR-3064-3p with sequence UGCCACACUGCAACACCUUACA. The protein sequence of the target gene is MADNEKLDNQRLKNFKNKGRDLETMRRQRNEVVVELRKNKRDEHLLKRRNVPQEDICEDSDIDGDYRVQNTSLEAIVQNASSDNQGIQLSAVQAARKLLSSDRNPPIDDLIKSGILPILVHCLERDDNPSLQFEAAWALTNIASGTSEQTQAVVQSNAVPLFLRLLHSPHQNVCEQAVWALGNIIGDGPQCRDYVISLGVVKPLLSFISPSIPITFLRNVTWVMVNLCRHKDPPPPMETIQEILPALCVLIHHTDVNILVDTVWALSYLTDAGNEQIQMVIDSGIVPHLVPLLSHQEVKV.... Result: 0 (no interaction). (4) The miRNA is mmu-miR-741-3p with sequence UGAGAGAUGCCAUUCUAUGUAGA. The protein sequence of the target gene is MPWTLQPKWLAGKGLPLLGAILLRKTEKSEPQWKHRRQETHPYYDLQVKVLRARNIQHTDKLSKADCYVRLWLPTASVSPSQTRTVVNSSDPEWNETFPYQIHGAVKNVLELALYDEDVLDSDNVFSILFDTSTLQLGQPCTKNFTRQQDPKELEVEFTLEKSQTPASEVVTNGVLVAHPCLRIQGTVTGDKTASLGELGSRQIQLAVPGAYEKPQPLQPTSEPGLPVNFTFHVNPVLSPKLHIKLQEQLQVFHSGPSDELEAQTSKMDKASILLSSLPLNEELTKLVDLEEGQQVSLRM.... Result: 1 (interaction). (5) The miRNA is hsa-miR-7154-3p with sequence AGGAGGACAAGUUGUGGGAU. The protein sequence of the target gene is METRQVSRSPRVRLLLLLLLLLVVPWGVRTASGVALPPVGVLSLRPPGRAWADPATPRPRRSLALADDAAFRERARLLAALERRHWLNSYMHKLLVLDAP. Result: 0 (no interaction). (6) The miRNA is hsa-miR-4463 with sequence GAGACUGGGGUGGGGCC. The protein sequence of the target gene is MAVPGDAARVRDKPVHSGVSQAPTAGRDCHHRADPASPRDSGCRGCWGDLVLQPLRSSRKLSSALCAGSLSFLLALLVRLVRGEVGCDLEQCKEAAAAEEEEAAPGAEGGVFPGPRGGAPGGGARLSPWLQPSALLFSLLCAFFWMGLYLLRAGVRLPLAVALLAACCGGEALVQIGLGVGEDHLLSLPAAGVVLSCLAAATWLVLRLRLGVLMIALTSAVRTVSLISLERFKVAWRPYLAYLAGVLGILLARYVEQILPQSAEAAPREHLGSQLIAGTKEDIPVFKRRRRSSSVVSAEM.... Result: 0 (no interaction). (7) The miRNA is hsa-miR-4480 with sequence AGCCAAGUGGAAGUUACUUUA. The protein sequence of the target gene is MGNRLCCGGTWSCPSTFQKKSKTGSHPRPTLSILKQQQLWQNGTKDYETTAPTYEQVLYPPASQKKTSNSTSEESDLHYADIHVLRQIRPHSLHTVKCLHSESATEYATLRFPQATPQYDSNNGTLV. Result: 0 (no interaction). (8) The miRNA is rno-miR-133b-3p with sequence UUUGGUCCCCUUCAACCAGCUA. The protein sequence of the target gene is MAVGKFLLGSLLLLSLQLGQGWGPDARGVPVADGEFSSEQVAKAGGTWLGTHRPLARLRRALSGPCQLWSLTLSVAELGLGYASEEKVIFRYCAGSCPRGARTQHGLALARLQGQGRAHGGPCCRPTRYTDVAFLDDRHRWQRLPQLSAAACGCGG. Result: 0 (no interaction). (9) The protein sequence of the target gene is MVSALRGAPLIRVHSSPVSSPSVSGPRRLVSCLSSQSSALSQSGGGSTSAAGIEARSRALRRRWCPAGIMLLALVCLLSCLLPSSEAKLYGRCELARVLHDFGLDGYRGYSLADWVCLAYFTSGFNAAALDYEADGSTNNGIFQINSRRWCSNLTPNVPNVCRMYCSDLLNPNLKDTVICAMKITQEPQGLGYWEAWRHHCQGKDLTEWVDGCDF. Result: 0 (no interaction). The miRNA is hsa-miR-6508-3p with sequence UGGGCCAUGCAUUUCUAGAACU.